Dataset: NCI-60 drug combinations with 297,098 pairs across 59 cell lines. Task: Regression. Given two drug SMILES strings and cell line genomic features, predict the synergy score measuring deviation from expected non-interaction effect. (1) Synergy scores: CSS=21.6, Synergy_ZIP=5.76, Synergy_Bliss=1.12, Synergy_Loewe=-1.51, Synergy_HSA=-0.629. Cell line: SNB-75. Drug 2: N.N.Cl[Pt+2]Cl. Drug 1: C1=C(C(=O)NC(=O)N1)F. (2) Drug 2: C(CCl)NC(=O)N(CCCl)N=O. Drug 1: CC(CN1CC(=O)NC(=O)C1)N2CC(=O)NC(=O)C2. Cell line: NCI-H322M. Synergy scores: CSS=4.13, Synergy_ZIP=7.60, Synergy_Bliss=8.46, Synergy_Loewe=1.54, Synergy_HSA=2.54. (3) Drug 1: CC1CCC2CC(C(=CC=CC=CC(CC(C(=O)C(C(C(=CC(C(=O)CC(OC(=O)C3CCCCN3C(=O)C(=O)C1(O2)O)C(C)CC4CCC(C(C4)OC)OCCO)C)C)O)OC)C)C)C)OC. Drug 2: CC(C)(C#N)C1=CC(=CC(=C1)CN2C=NC=N2)C(C)(C)C#N. Cell line: NCI-H460. Synergy scores: CSS=4.65, Synergy_ZIP=-0.741, Synergy_Bliss=0.948, Synergy_Loewe=0.279, Synergy_HSA=0.235.